From a dataset of Catalyst prediction with 721,799 reactions and 888 catalyst types from USPTO. Predict which catalyst facilitates the given reaction. (1) Reactant: [CH3:1][C:2]1[N:7]=[CH:6][C:5]([C:8]([OH:10])=O)=[CH:4][CH:3]=1.N1(O)C2C=CC=CC=2N=N1.C1(N=C=N)CCCCC1.[CH:30]1([N:34]2[CH2:40][CH2:39][C:38]3[S:41][C:42]([CH:44]4[CH2:49][CH2:48][NH:47][CH2:46][CH2:45]4)=[N:43][C:37]=3[CH2:36][CH2:35]2)[CH2:33][CH2:32][CH2:31]1. Product: [CH:30]1([N:34]2[CH2:40][CH2:39][C:38]3[S:41][C:42]([CH:44]4[CH2:49][CH2:48][N:47]([C:8]([C:5]5[CH:6]=[N:7][C:2]([CH3:1])=[CH:3][CH:4]=5)=[O:10])[CH2:46][CH2:45]4)=[N:43][C:37]=3[CH2:36][CH2:35]2)[CH2:31][CH2:32][CH2:33]1. The catalyst class is: 204. (2) Reactant: [F:1][C:2]1[CH:7]=[CH:6][CH:5]=[C:4]([F:8])[C:3]=1[C:9]1[N:14]=[C:13]2[C:15]([C:28]3[CH:29]=[C:30]([N:34]4[CH2:39][CH2:38][CH:37]([NH:40][C:41](=[O:47])[O:42][C:43]([CH3:46])([CH3:45])[CH3:44])[CH2:36][CH2:35]4)[CH:31]=[N:32][CH:33]=3)=[CH:16][N:17](S(C3C=CC(C)=CC=3)(=O)=O)[C:12]2=[CH:11][CH:10]=1.[OH-].[Na+]. Product: [F:8][C:4]1[CH:5]=[CH:6][CH:7]=[C:2]([F:1])[C:3]=1[C:9]1[N:14]=[C:13]2[C:15]([C:28]3[CH:29]=[C:30]([N:34]4[CH2:39][CH2:38][CH:37]([NH:40][C:41](=[O:47])[O:42][C:43]([CH3:45])([CH3:44])[CH3:46])[CH2:36][CH2:35]4)[CH:31]=[N:32][CH:33]=3)=[CH:16][NH:17][C:12]2=[CH:11][CH:10]=1. The catalyst class is: 1. (3) Reactant: [Cl:1][C:2]1[CH:7]=[C:6]([Cl:8])[CH:5]=[C:4]([Cl:9])[C:3]=1[C:10]1[O:18][C:17](=[O:19])[CH:16]2[CH:12]([S:13][CH:14]=[N:15]2)[N:11]=1.[C:20]([O:24][C:25]([N:27]1[CH2:32][CH2:31][N:30]([C:33]2[CH:34]=[N:35][C:36]([NH2:39])=[CH:37][CH:38]=2)[CH2:29][CH2:28]1)=[O:26])([CH3:23])([CH3:22])[CH3:21]. Product: [C:20]([O:24][C:25]([N:27]1[CH2:32][CH2:31][N:30]([C:33]2[CH:34]=[N:35][C:36]([NH:39][C:17]([C:16]3[N:15]=[CH:14][S:13][C:12]=3[NH:11][C:10](=[O:18])[C:3]3[C:2]([Cl:1])=[CH:7][C:6]([Cl:8])=[CH:5][C:4]=3[Cl:9])=[O:19])=[CH:37][CH:38]=2)[CH2:29][CH2:28]1)=[O:26])([CH3:23])([CH3:21])[CH3:22]. The catalyst class is: 37. (4) Reactant: [OH:1][CH2:2][C:3]1[N:4]([CH2:12][O:13][CH2:14][CH2:15][Si:16]([CH3:19])([CH3:18])[CH3:17])[CH:5]=[C:6]([C:8]([O:10][CH3:11])=[O:9])[N:7]=1.N1C=CN=C1.[CH3:25][C:26]([Si:29](Cl)([CH3:31])[CH3:30])([CH3:28])[CH3:27]. Product: [Si:29]([O:1][CH2:2][C:3]1[N:4]([CH2:12][O:13][CH2:14][CH2:15][Si:16]([CH3:18])([CH3:17])[CH3:19])[CH:5]=[C:6]([C:8]([O:10][CH3:11])=[O:9])[N:7]=1)([C:26]([CH3:28])([CH3:27])[CH3:25])([CH3:31])[CH3:30]. The catalyst class is: 239. (5) Reactant: [C:1]([O:8][CH2:9][CH3:10])(=[O:7])[C:2]([O:4]CC)=O.C([O-])C.[Na+].[F:15][C:16]([F:27])([F:26])[C:17]1[CH:22]=[CH:21][C:20]([C:23](=[O:25])[CH3:24])=[CH:19][CH:18]=1. Product: [O:4]=[C:2]([CH2:24][C:23](=[O:25])[C:20]1[CH:19]=[CH:18][C:17]([C:16]([F:15])([F:26])[F:27])=[CH:22][CH:21]=1)[C:1]([O:8][CH2:9][CH3:10])=[O:7]. The catalyst class is: 11. (6) Product: [F:54][C:40]1[CH:41]=[CH:42][C:43]([C:2]2[C:16]([CH3:17])=[CH:15][C:5]([O:6][CH2:7][C:8]3([F:14])[CH2:13][CH2:12][O:11][CH2:10][CH2:9]3)=[CH:4][C:3]=2[CH3:18])=[CH:44][C:39]=1[CH2:38][O:37][C:33]1[N:34]=[CH:35][C:36]2[CH:28]3[CH:27]([C:25]([O:24][CH2:22][CH3:23])=[O:26])[CH:29]3[CH2:30][C:31]=2[CH:32]=1. Reactant: Br[C:2]1[C:16]([CH3:17])=[CH:15][C:5]([O:6][CH2:7][C:8]2([F:14])[CH2:13][CH2:12][O:11][CH2:10][CH2:9]2)=[CH:4][C:3]=1[CH3:18].B([O-])[O-].[CH2:22]([O:24][C:25]([CH:27]1[CH:29]2[CH2:30][C:31]3[CH:32]=[C:33]([O:37][CH2:38][C:39]4[CH:44]=[C:43](B5OC(C)(C)C(C)(C)O5)[CH:42]=[CH:41][C:40]=4[F:54])[N:34]=[CH:35][C:36]=3[CH:28]12)=[O:26])[CH3:23].P(C1CCCCC1)(C1CCCCC1)C1CCCCC1.C([O-])([O-])=O.[K+].[K+]. The catalyst class is: 333. (7) Reactant: [CH3:1][C:2]1[CH:11]=[CH:10][C:9]2[CH2:8][CH2:7][CH2:6][N:5]([C:12]([O:14][C:15]([CH3:18])([CH3:17])[CH3:16])=[O:13])[C:4]=2[N:3]=1.[CH2:19]([O:21][C:22](=O)[O:23]CC)[CH3:20].[Li+].CC([N-]C(C)C)C. Product: [C:15]([O:14][C:12]([N:5]1[C:4]2[N:3]=[C:2]([CH2:1][C:22]([O:21][CH2:19][CH3:20])=[O:23])[CH:11]=[CH:10][C:9]=2[CH2:8][CH2:7][CH2:6]1)=[O:13])([CH3:18])([CH3:17])[CH3:16]. The catalyst class is: 1. (8) Reactant: [CH:1]1([N:6]2[CH2:12][CH2:11][C:10]3[CH:13]=[C:14]([OH:17])[CH:15]=[CH:16][C:9]=3[CH2:8][CH2:7]2)[CH2:5][CH2:4][CH2:3][CH2:2]1.[C:18]([O:22][C:23]([N:25]1[CH2:30][CH2:29][CH:28](O)[CH2:27][CH2:26]1)=[O:24])([CH3:21])([CH3:20])[CH3:19].N(C(OC(C)(C)C)=O)=NC(OC(C)(C)C)=O.C1(P(C2C=CC=CC=2)C2C=CC=CC=2)C=CC=CC=1. Product: [C:18]([O:22][C:23]([N:25]1[CH2:30][CH2:29][CH:28]([O:17][C:14]2[CH:15]=[CH:16][C:9]3[CH2:8][CH2:7][N:6]([CH:1]4[CH2:5][CH2:4][CH2:3][CH2:2]4)[CH2:12][CH2:11][C:10]=3[CH:13]=2)[CH2:27][CH2:26]1)=[O:24])([CH3:21])([CH3:19])[CH3:20]. The catalyst class is: 506. (9) Reactant: Cl.Cl.[NH:3]1[C:7]2[CH:8]=[CH:9][CH:10]=[CH:11][C:6]=2[N:5]=[C:4]1[CH:12]([NH2:14])[CH3:13].CCN(C(C)C)C(C)C.C([N:32]=[C:33]=[S:34])(=O)C1C=CC=CC=1. Product: [NH:3]1[C:7]2[CH:8]=[CH:9][CH:10]=[CH:11][C:6]=2[N:5]=[C:4]1[CH:12]([NH:14][C:33]([NH2:32])=[S:34])[CH3:13]. The catalyst class is: 2. (10) Reactant: [F:1][C:2]([F:25])([F:24])[C:3]([C:15]1[CH:16]=[C:17]2[C:21](=[CH:22][CH:23]=1)[NH:20][N:19]=[CH:18]2)([C:5]1[C:13]2[C:8](=[CH:9][CH:10]=[CH:11][CH:12]=2)[N:7]([CH3:14])[CH:6]=1)[OH:4].[C:26](N1C=CN=C1)(N1C=CN=C1)=[O:27].[CH:38]1([OH:42])[CH2:41][CH2:40][CH2:39]1. Product: [CH:38]1([O:42][C:26]([N:20]2[C:21]3[C:17](=[CH:16][C:15]([C:3]([C:5]4[C:13]5[C:8](=[CH:9][CH:10]=[CH:11][CH:12]=5)[N:7]([CH3:14])[CH:6]=4)([OH:4])[C:2]([F:1])([F:24])[F:25])=[CH:23][CH:22]=3)[CH:18]=[N:19]2)=[O:27])[CH2:41][CH2:40][CH2:39]1. The catalyst class is: 17.